This data is from Forward reaction prediction with 1.9M reactions from USPTO patents (1976-2016). The task is: Predict the product of the given reaction. (1) Given the reactants [F:1][C:2]1[C:7]([N+:8]([O-:10])=[O:9])=[CH:6][CH:5]=[C:4]([F:11])[C:3]=1[OH:12].C1(P(C2C=CC=CC=2)C2C=CC=CC=2)C=CC=CC=1.[C:32]([O:36][C:37](=[O:43])[NH:38][CH2:39][CH2:40][CH2:41]O)([CH3:35])([CH3:34])[CH3:33].N(C(OCC)=O)=NC(OCC)=O, predict the reaction product. The product is: [C:32]([O:36][C:37](=[O:43])[NH:38][CH2:39][CH2:40][CH2:41][O:12][C:3]1[C:4]([F:11])=[CH:5][CH:6]=[C:7]([N+:8]([O-:10])=[O:9])[C:2]=1[F:1])([CH3:35])([CH3:34])[CH3:33]. (2) Given the reactants [CH2:1]([O:3][C:4](=[O:42])[CH2:5][C:6]1[CH:11]=[CH:10][CH:9]=[C:8]([O:12][C:13]2[CH:18]=[CH:17][C:16](B3OC(C)(C)C(C)(C)O3)=[CH:15][C:14]=2[CH2:28][N:29]2[C@@H:33]([CH3:34])[C@@H:32]([C:35]3[CH:40]=[CH:39][CH:38]=[CH:37][CH:36]=3)[O:31][C:30]2=[O:41])[CH:7]=1)[CH3:2].Br[C:44]1[N:45]=[C:46]([CH3:49])[NH:47][CH:48]=1, predict the reaction product. The product is: [CH2:1]([O:3][C:4](=[O:42])[CH2:5][C:6]1[CH:11]=[CH:10][CH:9]=[C:8]([O:12][C:13]2[CH:18]=[CH:17][C:16]([C:44]3[NH:45][C:46]([CH3:49])=[N:47][CH:48]=3)=[CH:15][C:14]=2[CH2:28][N:29]2[C@@H:33]([CH3:34])[C@@H:32]([C:35]3[CH:40]=[CH:39][CH:38]=[CH:37][CH:36]=3)[O:31][C:30]2=[O:41])[CH:7]=1)[CH3:2]. (3) Given the reactants [Cl:1][C:2]1[C:12]([Cl:13])=[CH:11][CH:10]=[C:9]([Si:14]([CH3:17])([CH3:16])[CH3:15])[C:3]=1[C:4]([NH:6]CC)=[O:5].[CH3:18][N:19]([CH3:21])N, predict the reaction product. The product is: [CH3:18][N:19]([CH3:21])[NH:6][C:4](=[O:5])[C:3]1[C:9]([Si:14]([CH3:17])([CH3:16])[CH3:15])=[CH:10][CH:11]=[C:12]([Cl:13])[C:2]=1[Cl:1]. (4) Given the reactants CI.[Br:3][C:4]1[CH:5]=[C:6]([C:10]2([C:28]3[CH:33]=[C:32]([C:34]([F:37])([F:36])[F:35])[C:31](=[O:38])[NH:30][CH:29]=3)[C:18]3[C:13](=[C:14]([F:19])[CH:15]=[CH:16][CH:17]=3)[C:12]([NH:20][C:21](=[O:27])[O:22][C:23]([CH3:26])([CH3:25])[CH3:24])=[N:11]2)[CH:7]=[CH:8][CH:9]=1.[C:39](=O)([O-])[O-].[K+].[K+], predict the reaction product. The product is: [Br:3][C:4]1[CH:5]=[C:6]([C:10]2([C:28]3[CH:33]=[C:32]([C:34]([F:35])([F:36])[F:37])[C:31](=[O:38])[N:30]([CH3:39])[CH:29]=3)[C:18]3[C:13](=[C:14]([F:19])[CH:15]=[CH:16][CH:17]=3)[C:12]([NH:20][C:21](=[O:27])[O:22][C:23]([CH3:26])([CH3:24])[CH3:25])=[N:11]2)[CH:7]=[CH:8][CH:9]=1. (5) Given the reactants Cl.[C:2]1(=O)[C:10]2[C:5](=[CH:6][CH:7]=[CH:8][CH:9]=2)[CH2:4][CH2:3]1.Cl.[CH3:13][C:14]1[CH:19]=[CH:18][C:17]([NH:20]N)=[CH:16][CH:15]=1, predict the reaction product. The product is: [CH3:13][C:14]1[CH:19]=[CH:18][C:17]2[NH:20][C:2]3[C:10]4[C:5]([CH2:4][C:3]=3[C:16]=2[CH:15]=1)=[CH:6][CH:7]=[CH:8][CH:9]=4. (6) Given the reactants [C:1]([N:8]([CH3:42])[CH:9]1[CH2:14][CH2:13][CH:12]([N:15]([CH2:30][C:31]2[CH:32]=[C:33](B(O)O)[CH:34]=[CH:35][C:36]=2[O:37][CH3:38])[C:16]([C:18]2[S:22][C:21]3[C:23]([F:28])=[CH:24][CH:25]=[C:26]([F:27])[C:20]=3[C:19]=2[Cl:29])=[O:17])[CH2:11][CH2:10]1)([O:3][C:4]([CH3:7])([CH3:6])[CH3:5])=[O:2].Br[C:44]1[CH:49]=[CH:48][N:47]=[C:46]([N:50]([CH3:58])[C:51](=[O:57])[O:52][C:53]([CH3:56])([CH3:55])[CH3:54])[CH:45]=1, predict the reaction product. The product is: [C:1]([N:8]([CH3:42])[CH:9]1[CH2:14][CH2:13][CH:12]([N:15]([CH2:30][C:31]2[CH:32]=[C:33]([C:44]3[CH:49]=[CH:48][N:47]=[C:46]([N:50]([CH3:58])[C:51](=[O:57])[O:52][C:53]([CH3:54])([CH3:55])[CH3:56])[CH:45]=3)[CH:34]=[CH:35][C:36]=2[O:37][CH3:38])[C:16]([C:18]2[S:22][C:21]3[C:23]([F:28])=[CH:24][CH:25]=[C:26]([F:27])[C:20]=3[C:19]=2[Cl:29])=[O:17])[CH2:11][CH2:10]1)([O:3][C:4]([CH3:7])([CH3:6])[CH3:5])=[O:2].